Task: Regression. Given two drug SMILES strings and cell line genomic features, predict the synergy score measuring deviation from expected non-interaction effect.. Dataset: NCI-60 drug combinations with 297,098 pairs across 59 cell lines (1) Drug 1: CC12CCC3C(C1CCC2=O)CC(=C)C4=CC(=O)C=CC34C. Drug 2: C1=NC2=C(N=C(N=C2N1C3C(C(C(O3)CO)O)F)Cl)N. Cell line: M14. Synergy scores: CSS=39.5, Synergy_ZIP=-2.49, Synergy_Bliss=-5.54, Synergy_Loewe=-17.2, Synergy_HSA=-3.68. (2) Drug 1: CC1=C(C(CCC1)(C)C)C=CC(=CC=CC(=CC(=O)O)C)C. Drug 2: CC1C(C(CC(O1)OC2CC(OC(C2O)C)OC3=CC4=CC5=C(C(=O)C(C(C5)C(C(=O)C(C(C)O)O)OC)OC6CC(C(C(O6)C)O)OC7CC(C(C(O7)C)O)OC8CC(C(C(O8)C)O)(C)O)C(=C4C(=C3C)O)O)O)O. Cell line: SF-539. Synergy scores: CSS=37.2, Synergy_ZIP=4.72, Synergy_Bliss=7.45, Synergy_Loewe=-13.1, Synergy_HSA=3.47. (3) Cell line: HS 578T. Drug 2: CN(CCCl)CCCl.Cl. Drug 1: C1=NC2=C(N=C(N=C2N1C3C(C(C(O3)CO)O)F)Cl)N. Synergy scores: CSS=3.21, Synergy_ZIP=0.156, Synergy_Bliss=1.20, Synergy_Loewe=-6.61, Synergy_HSA=-3.17. (4) Drug 1: CC1C(C(CC(O1)OC2CC(CC3=C2C(=C4C(=C3O)C(=O)C5=C(C4=O)C(=CC=C5)OC)O)(C(=O)C)O)N)O.Cl. Drug 2: C1=CC(=CC=C1CCCC(=O)O)N(CCCl)CCCl. Cell line: NCI-H322M. Synergy scores: CSS=11.0, Synergy_ZIP=1.48, Synergy_Bliss=-2.01, Synergy_Loewe=-10.2, Synergy_HSA=-4.56. (5) Drug 1: CC(C1=C(C=CC(=C1Cl)F)Cl)OC2=C(N=CC(=C2)C3=CN(N=C3)C4CCNCC4)N. Drug 2: CCC1=CC2CC(C3=C(CN(C2)C1)C4=CC=CC=C4N3)(C5=C(C=C6C(=C5)C78CCN9C7C(C=CC9)(C(C(C8N6C)(C(=O)OC)O)OC(=O)C)CC)OC)C(=O)OC.C(C(C(=O)O)O)(C(=O)O)O. Cell line: HCT116. Synergy scores: CSS=57.0, Synergy_ZIP=2.29, Synergy_Bliss=1.69, Synergy_Loewe=-5.05, Synergy_HSA=2.25.